Predict the product of the given reaction. From a dataset of Forward reaction prediction with 1.9M reactions from USPTO patents (1976-2016). (1) Given the reactants [Cl-].[Ce+3].[Cl-].[Cl-].[CH3:5][Mg]Cl.C([C:11]1[CH:18]=[CH:17][C:14]([C:15]#[N:16])=[C:13]([F:19])[CH:12]=1)(=O)C.[O:20]1[CH2:24][CH2:23]CC1, predict the reaction product. The product is: [F:19][C:13]1[C:12]([C:24]([OH:20])([CH3:23])[CH3:5])=[CH:11][CH:18]=[CH:17][C:14]=1[C:15]#[N:16]. (2) Given the reactants Cl[C:2]1[C:11]2[C:6](=[CH:7][C:8]([F:15])=[C:9]([N+:12]([O-:14])=[O:13])[CH:10]=2)[N:5]=[CH:4][N:3]=1.[Cl:16][C:17]1[C:18]([F:25])=[C:19]([CH:21]=[CH:22][C:23]=1[Cl:24])[NH2:20], predict the reaction product. The product is: [Cl:16][C:17]1[C:18]([F:25])=[C:19]([NH:20][C:2]2[C:11]3[C:6](=[CH:7][C:8]([F:15])=[C:9]([N+:12]([O-:14])=[O:13])[CH:10]=3)[N:5]=[CH:4][N:3]=2)[CH:21]=[CH:22][C:23]=1[Cl:24]. (3) Given the reactants [CH3:1][O:2][C:3](=[O:39])[C:4]1[CH:9]=[CH:8][C:7]([CH2:10][N:11]2[CH:15]=[C:14]([C:16]3[CH:21]=[CH:20][C:19]([Cl:22])=[CH:18][C:17]=3[Cl:23])[N:13]=[C:12]2[CH2:24][O:25][C:26]2[CH:31]=[CH:30][C:29]([C:32]3[CH:37]=[CH:36][C:35]([NH2:38])=[CH:34][CH:33]=3)=[CH:28][CH:27]=2)=[CH:6][CH:5]=1.[CH3:40][S:41](Cl)(=[O:43])=[O:42], predict the reaction product. The product is: [CH3:1][O:2][C:3](=[O:39])[C:4]1[CH:5]=[CH:6][C:7]([CH2:10][N:11]2[CH:15]=[C:14]([C:16]3[CH:21]=[CH:20][C:19]([Cl:22])=[CH:18][C:17]=3[Cl:23])[N:13]=[C:12]2[CH2:24][O:25][C:26]2[CH:31]=[CH:30][C:29]([C:32]3[CH:33]=[CH:34][C:35]([NH:38][S:41]([CH3:40])(=[O:43])=[O:42])=[CH:36][CH:37]=3)=[CH:28][CH:27]=2)=[CH:8][CH:9]=1. (4) The product is: [NH2:35][CH2:34][CH2:33][NH:32][C:30](=[O:31])[CH:29]([O:28][CH2:8][CH2:9][CH2:10][CH2:11]/[CH:12]=[CH:13]\[CH2:14]/[CH:15]=[CH:16]\[CH2:17]/[CH:18]=[CH:19]\[CH2:20]/[CH:21]=[CH:22]\[CH2:23]/[CH:24]=[CH:25]\[CH2:26][CH3:27])[CH2:43][CH3:44]. Given the reactants C(O)(C(F)(F)F)=O.[CH2:8]([O:28][CH:29]([CH2:43][CH3:44])[C:30]([NH:32][CH2:33][CH2:34][NH:35]C(=O)OC(C)(C)C)=[O:31])[CH2:9][CH2:10][CH2:11]/[CH:12]=[CH:13]\[CH2:14]/[CH:15]=[CH:16]\[CH2:17]/[CH:18]=[CH:19]\[CH2:20]/[CH:21]=[CH:22]\[CH2:23]/[CH:24]=[CH:25]\[CH2:26][CH3:27], predict the reaction product. (5) Given the reactants [OH-].[K+].O.[Br:4][C:5]1[CH:10]=[CH:9][C:8]([CH2:11][C:12]#[N:13])=[CH:7][CH:6]=1.Br[CH2:15][CH2:16][CH2:17]Br, predict the reaction product. The product is: [Br:4][C:5]1[CH:10]=[CH:9][C:8]([C:11]2([C:12]#[N:13])[CH2:17][CH2:16][CH2:15]2)=[CH:7][CH:6]=1. (6) Given the reactants [N:1]1[C:10]2[C:5](=[CH:6][C:7]([C:11]3([C:14]4[N:18]5[N:19]=[C:20]([C:23]6[CH:28]=[CH:27][C:26]([C:29]7[CH2:30][CH2:31][N:32](C(OC(C)(C)C)=O)[CH2:33][CH:34]=7)=[CH:25][CH:24]=6)[CH:21]=[N:22][C:17]5=[N:16][CH:15]=4)[CH2:13][CH2:12]3)=[CH:8][CH:9]=2)[CH:4]=[CH:3][CH:2]=1.[ClH:42], predict the reaction product. The product is: [ClH:42].[NH:32]1[CH2:33][CH:34]=[C:29]([C:26]2[CH:25]=[CH:24][C:23]([C:20]3[CH:21]=[N:22][C:17]4[N:18]([C:14]([C:11]5([C:7]6[CH:6]=[C:5]7[C:10](=[CH:9][CH:8]=6)[N:1]=[CH:2][CH:3]=[CH:4]7)[CH2:13][CH2:12]5)=[CH:15][N:16]=4)[N:19]=3)=[CH:28][CH:27]=2)[CH2:30][CH2:31]1. (7) Given the reactants [O:1]=[C:2]1[C:10]2([C:14]3=[CH:15][C:16]4[O:20][CH2:19][O:18][C:17]=4[CH:21]=[C:13]3[O:12][CH2:11]2)[C:9]2[C:4](=[CH:5][CH:6]=[CH:7][CH:8]=2)[N:3]1[CH2:22][C:23]1[O:24][CH:25]=[C:26]([C:28]([OH:30])=O)[N:27]=1.O[N:32]1[C:36]2[CH:37]=CC=C[C:35]=2N=N1.C1(N)CC1, predict the reaction product. The product is: [CH3:35][CH:36]([NH:32][C:28]([C:26]1[N:27]=[C:23]([CH2:22][N:3]2[C:4]3[C:9](=[CH:8][CH:7]=[CH:6][CH:5]=3)[C:10]3([C:14]4=[CH:15][C:16]5[O:20][CH2:19][O:18][C:17]=5[CH:21]=[C:13]4[O:12][CH2:11]3)[C:2]2=[O:1])[O:24][CH:25]=1)=[O:30])[CH3:37]. (8) Given the reactants Br[C:2]1[CH:7]=[C:6]([CH3:8])[C:5]([NH:9][C:10]([NH:12][C:13]2[C:14]([C:23]([NH:25][C@@H:26]([CH:31]3[CH2:36][CH2:35][CH2:34][CH2:33][CH2:32]3)[C:27]([O:29][CH3:30])=[O:28])=[O:24])=[CH:15][C:16]3[C:21]([CH:22]=2)=[CH:20][CH:19]=[CH:18][CH:17]=3)=[O:11])=[C:4]([CH3:37])[CH:3]=1.[CH2:38]([Sn](CCCC)(CCCC)CC#C)[CH2:39][CH2:40]C, predict the reaction product. The product is: [CH:31]1([C@H:26]([NH:25][C:23]([C:14]2[C:13]([NH:12][C:10]([NH:9][C:5]3[C:4]([CH3:37])=[CH:3][C:2]([CH2:40][C:39]#[CH:38])=[CH:7][C:6]=3[CH3:8])=[O:11])=[CH:22][C:21]3[C:16](=[CH:17][CH:18]=[CH:19][CH:20]=3)[CH:15]=2)=[O:24])[C:27]([O:29][CH3:30])=[O:28])[CH2:36][CH2:35][CH2:34][CH2:33][CH2:32]1. (9) Given the reactants [CH3:1][O:2][C:3]1[CH:8]=[C:7]([CH3:9])[CH:6]=[CH:5][C:4]=1[OH:10].C([O-])([O-])=O.[K+].[K+].[CH2:17](Br)[C:18]1[CH:23]=[CH:22][CH:21]=[CH:20][CH:19]=1, predict the reaction product. The product is: [CH2:17]([O:10][C:4]1[CH:5]=[CH:6][C:7]([CH3:9])=[CH:8][C:3]=1[O:2][CH3:1])[C:18]1[CH:23]=[CH:22][CH:21]=[CH:20][CH:19]=1. (10) Given the reactants [CH2:1]([CH:8]([C:14]([O:16]CC)=[O:15])[C:9]([O:11]CC)=[O:10])[C:2]1[CH:7]=[CH:6][CH:5]=[CH:4][CH:3]=1.[OH-].[K+], predict the reaction product. The product is: [CH2:1]([CH:8]([C:9]([OH:11])=[O:10])[C:14]([OH:16])=[O:15])[C:2]1[CH:7]=[CH:6][CH:5]=[CH:4][CH:3]=1.